From a dataset of Forward reaction prediction with 1.9M reactions from USPTO patents (1976-2016). Predict the product of the given reaction. (1) Given the reactants [I-].[CH3:2][O:3][C:4]1[CH:13]=[C:12]2[C:7]([CH:8]=[CH:9][CH:10]=[N+:11]2[CH2:14][CH:15]=[CH2:16])=[CH:6][CH:5]=1.[OH-].[K+].[O:19]1CCOCC1, predict the reaction product. The product is: [CH3:2][O:3][C:4]1[CH:13]=[C:12]2[C:7]([CH:8]=[CH:9][C:10](=[O:19])[N:11]2[CH2:14][CH:15]=[CH2:16])=[CH:6][CH:5]=1. (2) Given the reactants [O:1]1[C:10]2[CH:9]=[C:8]([CH:11]=[O:12])[N:7]=[CH:6][C:5]=2[O:4][CH2:3][CH2:2]1.[O-:13]Cl=O.[Na+].NS(O)(=O)=O, predict the reaction product. The product is: [O:1]1[C:10]2[CH:9]=[C:8]([C:11]([OH:13])=[O:12])[N:7]=[CH:6][C:5]=2[O:4][CH2:3][CH2:2]1. (3) The product is: [CH2:1]([O:3][C:4]([CH:6]1[CH2:11][CH2:10][CH:9]([NH:12][C:31]2[N:30]=[C:29]([N:24]3[C:25]4[C:21](=[C:20]([O:19][CH2:18][CH2:17][S:14]([CH3:13])(=[O:15])=[O:16])[CH:28]=[CH:27][CH:26]=4)[CH:22]=[N:23]3)[CH:34]=[CH:33][N:32]=2)[CH2:8][CH2:7]1)=[O:5])[CH3:2]. Given the reactants [CH2:1]([O:3][C:4]([CH:6]1[CH2:11][CH2:10][CH:9]([NH2:12])[CH2:8][CH2:7]1)=[O:5])[CH3:2].[CH3:13][S:14]([CH2:17][CH2:18][O:19][C:20]1[CH:28]=[CH:27][CH:26]=[C:25]2[C:21]=1[CH:22]=[N:23][N:24]2[C:29]1[CH:34]=[CH:33][N:32]=[C:31](S(CCC)(=O)=O)[N:30]=1)(=[O:16])=[O:15], predict the reaction product. (4) Given the reactants [C:1]([O:4][C:5]1[CH:31]=[CH:30][C:8]([CH2:9][S:10][C:11]2[C:21]3[CH2:20][CH2:19][N:18]([C:22]([O:24][C:25]([CH3:28])([CH3:27])[CH3:26])=[O:23])[CH2:17][CH2:16][C:15]=3[CH:14]=[CH:13][C:12]=2[Cl:29])=[CH:7][CH:6]=1)(=O)[CH3:2].C(=O)([O-])[O-].[K+].[K+].N(C(OC(C)C)=O)=NC(OC(C)C)=O.[C:52]1(P([C:52]2[CH:57]=[CH:56]C=[CH:54][CH:53]=2)[C:52]2[CH:57]=[CH:56]C=[CH:54][CH:53]=2)[CH:57]=[CH:56]C=[CH:54][CH:53]=1.C1(CO)CCCCC1, predict the reaction product. The product is: [C:25]([O:24][C:22]([N:18]1[CH2:19][CH2:20][C:21]2[C:11]([S:10][CH2:9][C:8]3[CH:7]=[CH:6][C:5]([O:4][CH2:1][CH:2]4[CH2:56][CH2:57][CH2:52][CH2:53][CH2:54]4)=[CH:31][CH:30]=3)=[C:12]([Cl:29])[CH:13]=[CH:14][C:15]=2[CH2:16][CH2:17]1)=[O:23])([CH3:28])([CH3:27])[CH3:26]. (5) The product is: [NH2:7][C:6]1[N:35]([C:25]2[C:24]([Cl:23])=[CH:29][C:28]([C:30]([F:31])([F:33])[F:32])=[CH:27][C:26]=2[Cl:34])[N:36]=[C:4]([O:3][CH2:1][CH3:2])[C:5]=1[C:8](=[O:19])[C:9]1[CH:14]=[CH:13][CH:12]=[C:11]([C:15]([F:17])([F:18])[F:16])[CH:10]=1. Given the reactants [CH2:1]([O:3][C:4](OCC)=[C:5]([C:8](=[O:19])[C:9]1[CH:14]=[CH:13][CH:12]=[C:11]([C:15]([F:18])([F:17])[F:16])[CH:10]=1)[C:6]#[N:7])[CH3:2].[Cl:23][C:24]1[CH:29]=[C:28]([C:30]([F:33])([F:32])[F:31])[CH:27]=[C:26]([Cl:34])[C:25]=1[NH:35][NH2:36].Cl, predict the reaction product. (6) Given the reactants [Br:1][C:2]1[CH:3]=[C:4]2[C:9](=[CH:10][CH:11]=1)[O:8][C:7](=[O:12])[C:6]([C:13]([OH:15])=O)=[CH:5]2.C(Cl)(=O)C([Cl:19])=O, predict the reaction product. The product is: [Br:1][C:2]1[CH:3]=[C:4]2[C:9](=[CH:10][CH:11]=1)[O:8][C:7](=[O:12])[C:6]([C:13]([Cl:19])=[O:15])=[CH:5]2.